Predict the reactants needed to synthesize the given product. From a dataset of Full USPTO retrosynthesis dataset with 1.9M reactions from patents (1976-2016). (1) Given the product [C:33]([O:32][CH2:31][CH2:30][N:6]1[C:5]2[CH:21]=[CH:22][C:2]([Cl:1])=[CH:3][C:4]=2[C:10](=[O:11])[NH:9][CH:8]([CH2:12][C:13]2[CH:18]=[CH:17][CH:16]=[CH:15][C:14]=2[Cl:19])[C:7]1=[O:20])(=[O:35])[CH3:34], predict the reactants needed to synthesize it. The reactants are: [Cl:1][C:2]1[CH:22]=[CH:21][C:5]2[NH:6][C:7](=[O:20])[CH:8]([CH2:12][C:13]3[CH:18]=[CH:17][CH:16]=[CH:15][C:14]=3[Cl:19])[NH:9][C:10](=[O:11])[C:4]=2[CH:3]=1.C(=O)([O-])[O-].[K+].[K+].Br[CH2:30][CH2:31][O:32][C:33](=[O:35])[CH3:34]. (2) Given the product [C:21]([NH:20][C:18](=[O:19])[C:17]1[CH:25]=[CH:26][CH:27]=[C:15]([CH2:14][N:11]2[CH2:12][CH2:13][N:8]([C:6](=[O:7])[C:5]3[CH:28]=[CH:29][C:2]([NH:1][C:44]([NH:50][CH2:49][C:48]([CH3:52])([CH3:51])[CH3:47])=[O:45])=[CH:3][C:4]=3[C:30]([F:32])([F:33])[F:31])[CH2:9][CH2:10]2)[CH:16]=1)([CH3:24])([CH3:23])[CH3:22], predict the reactants needed to synthesize it. The reactants are: [NH2:1][C:2]1[CH:29]=[CH:28][C:5]([C:6]([N:8]2[CH2:13][CH2:12][N:11]([CH2:14][C:15]3[CH:16]=[C:17]([CH:25]=[CH:26][CH:27]=3)[C:18]([NH:20][C:21]([CH3:24])([CH3:23])[CH3:22])=[O:19])[CH2:10][CH2:9]2)=[O:7])=[C:4]([C:30]([F:33])([F:32])[F:31])[CH:3]=1.C1C([N+]([O-])=O)=CC=C([Cl-][C:44]([O-])=[O:45])C=1.[CH3:47][C:48]([CH3:52])([CH3:51])[CH2:49][NH2:50]. (3) Given the product [CH3:51][C:52]1[N:53]([C:66]2[CH:71]=[CH:70][CH:69]=[CH:68][CH:67]=2)[C:54]([CH:57]([NH:65][C:37](=[O:39])[CH2:36][N:29]2[C:30]3[CH2:31][CH2:32][CH2:33][CH2:34][C:35]=3[C:27]([C:26]([F:25])([F:41])[F:40])=[N:28]2)[CH2:58][C:59]2[CH:64]=[CH:63][CH:62]=[CH:61][CH:60]=2)=[N:55][N:56]=1, predict the reactants needed to synthesize it. The reactants are: CN(C(ON1N=NC2C=CC=NC1=2)=[N+](C)C)C.F[P-](F)(F)(F)(F)F.[F:25][C:26]([F:41])([F:40])[C:27]1[C:35]2[CH2:34][CH2:33][CH2:32][CH2:31][C:30]=2[N:29]([CH2:36][C:37]([OH:39])=O)[N:28]=1.CCN(C(C)C)C(C)C.[CH3:51][C:52]1[N:53]([C:66]2[CH:71]=[CH:70][CH:69]=[CH:68][C:67]=2C)[C:54]([CH:57]([NH2:65])[CH2:58][C:59]2[CH:64]=[CH:63][CH:62]=[CH:61][CH:60]=2)=[N:55][N:56]=1. (4) Given the product [Br:19][C:20]1[C:28]2[C:23](=[CH:24][CH:25]=[CH:26][CH:27]=2)[N:22]([CH:6]2[CH2:5][CH2:4][CH2:3][CH2:2][O:1]2)[N:21]=1, predict the reactants needed to synthesize it. The reactants are: [O:1]1[CH:6]=[CH:5][CH2:4][CH2:3][CH2:2]1.O.C1(C)C=CC(S(O)(=O)=O)=CC=1.[Br:19][C:20]1[C:28]2[C:23](=[CH:24][CH:25]=[CH:26][CH:27]=2)[NH:22][N:21]=1. (5) Given the product [F:13][C:14]1[CH:15]=[C:16]([C:5]2[C:6]3[S:10][C:9]([CH3:11])=[N:8][C:7]=3[C:2]([NH:24][C:25]3[N:26]=[C:27]([CH3:30])[S:28][CH:29]=3)=[N:3][CH:4]=2)[CH:17]=[C:18]([F:20])[CH:19]=1, predict the reactants needed to synthesize it. The reactants are: Cl[C:2]1[C:7]2[N:8]=[C:9]([CH3:11])[S:10][C:6]=2[C:5](I)=[CH:4][N:3]=1.[F:13][C:14]1[CH:15]=[C:16](B(O)O)[CH:17]=[C:18]([F:20])[CH:19]=1.[NH2:24][C:25]1[N:26]=[C:27]([CH3:30])[S:28][CH:29]=1. (6) Given the product [CH:25]1([C:23]([NH:22][C:20]2[N:21]=[C:16]3[CH:15]=[CH:14][C:13]([S:1][C:2]4[CH:11]=[CH:10][CH:9]=[CH:8][C:3]=4[C:4]([O:6][CH3:7])=[O:5])=[N:18][N:17]3[CH:19]=2)=[O:24])[CH2:26][CH2:27]1, predict the reactants needed to synthesize it. The reactants are: [SH:1][C:2]1[CH:11]=[CH:10][CH:9]=[CH:8][C:3]=1[C:4]([O:6][CH3:7])=[O:5].I[C:13]1[CH:14]=[CH:15][C:16]2[N:17]([CH:19]=[C:20]([NH:22][C:23]([CH:25]3[CH2:27][CH2:26]3)=[O:24])[N:21]=2)[N:18]=1.C(=O)([O-])[O-].[K+].[K+].